Dataset: Forward reaction prediction with 1.9M reactions from USPTO patents (1976-2016). Task: Predict the product of the given reaction. (1) The product is: [CH3:24][C:16]1[CH:17]=[C:18]([C:2]2[CH:3]=[CH:4][C:5]3[N:6]=[CH:7][NH:8][C:9](=[O:12])[C:10]=3[N:11]=2)[CH:19]=[CH:20][C:15]=1[O:14][CH3:13]. Given the reactants Cl[C:2]1[CH:3]=[CH:4][C:5]2[N:6]=[CH:7][NH:8][C:9](=[O:12])[C:10]=2[N:11]=1.[CH3:13][O:14][C:15]1[CH:20]=[CH:19][C:18](B(O)O)=[CH:17][C:16]=1[CH3:24].C(=O)([O-])[O-].[K+].[K+], predict the reaction product. (2) Given the reactants [F:1][C:2]([F:15])([F:14])[O:3][C:4]1[CH:13]=[CH:12][C:7]([CH2:8][N:9]=[C:10]=[O:11])=[CH:6][CH:5]=1.[CH3:16][N:17]1[C:25]2[CH:24]=[CH:23][CH:22]=[C:21]([NH2:26])[C:20]=2[CH:19]=[N:18]1, predict the reaction product. The product is: [CH3:16][N:17]1[C:25]2[C:20](=[C:21]([NH:26][C:10]([NH:9][CH2:8][C:7]3[CH:12]=[CH:13][C:4]([O:3][C:2]([F:14])([F:15])[F:1])=[CH:5][CH:6]=3)=[O:11])[CH:22]=[CH:23][CH:24]=2)[CH:19]=[N:18]1. (3) Given the reactants [O:1]=[C:2]1[NH:10][C:5]2=[N:6][CH:7]=[CH:8][CH:9]=[C:4]2[N:3]1[CH:11]1[CH2:16][CH2:15][N:14]([C:17]2[N:22]=[CH:21][N:20]=[C:19]([C:23]([OH:25])=O)[CH:18]=2)[CH2:13][CH2:12]1.[NH:26]1[C:34]2[C:29](=[C:30]([NH2:35])[CH:31]=[CH:32][CH:33]=2)[CH:28]=[N:27]1.CN(C(ON1N=NC2C=CC=CC1=2)=[N+](C)C)C.[B-](F)(F)(F)F, predict the reaction product. The product is: [NH:26]1[C:34]2[C:29](=[C:30]([NH:35][C:23]([C:19]3[CH:18]=[C:17]([N:14]4[CH2:15][CH2:16][CH:11]([N:3]5[C:4]6[C:5](=[N:6][CH:7]=[CH:8][CH:9]=6)[NH:10][C:2]5=[O:1])[CH2:12][CH2:13]4)[N:22]=[CH:21][N:20]=3)=[O:25])[CH:31]=[CH:32][CH:33]=2)[CH:28]=[N:27]1.